From a dataset of Full USPTO retrosynthesis dataset with 1.9M reactions from patents (1976-2016). Predict the reactants needed to synthesize the given product. Given the product [Cl:1][C:2]1[C:33]([CH3:34])=[CH:32][C:5]([O:6][CH2:7][CH2:8][CH2:9][C:10]2[C:18]3[C:13](=[C:14]([C:19]4[C:23]([CH3:24])=[N:22][N:21]([CH2:43][CH:44]5[CH2:48][CH2:47][O:46][CH2:45]5)[C:20]=4[CH3:25])[CH:15]=[CH:16][CH:17]=3)[N:12]([CH2:26][CH2:27][C:28]([OH:30])=[O:29])[C:11]=2[CH3:31])=[CH:4][C:3]=1[CH3:35], predict the reactants needed to synthesize it. The reactants are: [Cl:1][C:2]1[C:33]([CH3:34])=[CH:32][C:5]([O:6][CH2:7][CH2:8][CH2:9][C:10]2[C:18]3[C:13](=[C:14]([C:19]4[C:20]([CH3:25])=[N:21][NH:22][C:23]=4[CH3:24])[CH:15]=[CH:16][CH:17]=3)[N:12]([CH2:26][CH2:27][C:28]([OH:30])=[O:29])[C:11]=2[CH3:31])=[CH:4][C:3]=1[CH3:35].C(=O)([O-])[O-].[Cs+].[Cs+].Br[CH2:43][CH:44]1[CH2:48][CH2:47][O:46][CH2:45]1.